Task: Predict the reaction yield, written as a fraction of the theoretical maximum amount of product (1.0 means a 100% yield; for example, 0.34 means a 34% yield).. Dataset: Reaction yield outcomes from USPTO patents with 853,638 reactions (1) The yield is 0.820. The catalyst is C1C=CC(/C=C/C(/C=C/C2C=CC=CC=2)=O)=CC=1.C1C=CC(/C=C/C(/C=C/C2C=CC=CC=2)=O)=CC=1.C1C=CC(/C=C/C(/C=C/C2C=CC=CC=2)=O)=CC=1.[Pd].[Pd].C(P(C(C)(C)C)[C-]1C=CC=C1)(C)(C)C.[C-]1(P(C(C)(C)C)C(C)(C)C)C=CC=C1.[Fe+2]. The product is [Br:9][C:10]1[N:11]=[C:12]([NH:2][C:1](=[O:8])[O:3][C:4]([CH3:7])([CH3:6])[CH3:5])[CH:13]=[C:14]([CH3:16])[CH:15]=1. The reactants are [C:1](=[O:8])([O:3][C:4]([CH3:7])([CH3:6])[CH3:5])[NH2:2].[Br:9][C:10]1[CH:15]=[C:14]([CH3:16])[CH:13]=[C:12](Br)[N:11]=1.CC(C)([O-])C.[Na+]. (2) The reactants are [CH2:1]([N:4]1[CH2:7][CH:6]([C:8]2[CH:13]=[CH:12][C:11]([NH2:14])=[CH:10][CH:9]=2)[CH2:5]1)[CH2:2][CH3:3].[F:15][CH2:16][C@@H:17]([C:19]1[CH:24]=[CH:23][C:22]([S:25](Cl)(=[O:27])=[O:26])=[CH:21][CH:20]=1)[CH3:18]. The catalyst is C(Cl)Cl.N1C=CC=CC=1. The product is [F:15][CH2:16][C@@H:17]([C:19]1[CH:24]=[CH:23][C:22]([S:25]([NH:14][C:11]2[CH:10]=[CH:9][C:8]([CH:6]3[CH2:5][N:4]([CH2:1][CH2:2][CH3:3])[CH2:7]3)=[CH:13][CH:12]=2)(=[O:27])=[O:26])=[CH:21][CH:20]=1)[CH3:18]. The yield is 0.0500. (3) The reactants are [CH2:1]([O:4][C:5]1[CH:19]=[CH:18][C:8]([CH2:9][C:10]2[CH:15]=[C:14](Br)[CH:13]=[CH:12][C:11]=2[Cl:17])=[CH:7][CH:6]=1)[CH:2]=[CH2:3].C([O:23][C@H:24]1[C@H:29]([O:30]C(=O)C)[C@@H:28]([O:34]C(=O)C)[C@H:27](C2C=CC(Cl)=C(CBr)C=2)[O:26][C@@H:25]1[CH2:47][O:48]C(=O)C)(=O)C.[Li]CCCC.C[Si](C)(C)[O:59][C@@H:60]1[C@@H](O[Si](C)(C)C)[C@H](O[Si](C)(C)C)[C@@H](CO[Si](C)(C)C)OC1=O.CS(O)(=O)=O. The catalyst is C1COCC1.CO.C(OC(=O)C)C. The product is [CH2:1]([O:4][C:5]1[CH:19]=[CH:18][C:8]([CH2:9][C:10]2[CH:15]=[C:14]([C@@:27]3([O:59][CH3:60])[C@H:28]([OH:34])[C@@H:29]([OH:30])[C@H:24]([OH:23])[C@@H:25]([CH2:47][OH:48])[O:26]3)[CH:13]=[CH:12][C:11]=2[Cl:17])=[CH:7][CH:6]=1)[CH:2]=[CH2:3]. The yield is 0.450.